This data is from Forward reaction prediction with 1.9M reactions from USPTO patents (1976-2016). The task is: Predict the product of the given reaction. Given the reactants [C:1]([C:4]1[CH:9]=[C:8]([NH:10]C(=O)OC(C)(C)C)[CH:7]=[CH:6][N:5]=1)(=[O:3])[CH3:2].FC(F)(F)C(O)=O, predict the reaction product. The product is: [NH2:10][C:8]1[CH:7]=[CH:6][N:5]=[C:4]([C:1](=[O:3])[CH3:2])[CH:9]=1.